From a dataset of Full USPTO retrosynthesis dataset with 1.9M reactions from patents (1976-2016). Predict the reactants needed to synthesize the given product. (1) Given the product [N:1]1[C:10]2[C:5](=[CH:6][C:7]([CH2:11][N:12]3[C:16]4=[N:17][C:18](/[C:21](=[N:23]/[O:24][CH2:25][C:26]([NH2:30])=[O:28])/[CH3:22])=[CH:19][N:20]=[C:15]4[N:14]=[N:13]3)=[CH:8][CH:9]=2)[CH:4]=[CH:3][CH:2]=1, predict the reactants needed to synthesize it. The reactants are: [N:1]1[C:10]2[C:5](=[CH:6][C:7]([CH2:11][N:12]3[C:16]4=[N:17][C:18](/[C:21](=[N:23]/[O:24][CH2:25][C:26]([O:28]C)=O)/[CH3:22])=[CH:19][N:20]=[C:15]4[N:14]=[N:13]3)=[CH:8][CH:9]=2)[CH:4]=[CH:3][CH:2]=1.[NH3:30]. (2) Given the product [CH2:9]([CH:8]([NH:16][C:17]([C:19]1[CH:28]=[N:27][C:26]2[C:21](=[CH:22][CH:23]=[CH:24][CH:25]=2)[N:20]=1)=[O:18])[CH:7]([OH:29])[CH2:6][CH:5]([C:33](=[S:35])[NH2:34])[CH2:4][CH2:3][C:2]([F:1])([CH3:37])[CH3:36])[C:10]1[CH:15]=[CH:14][CH:13]=[CH:12][CH:11]=1, predict the reactants needed to synthesize it. The reactants are: [F:1][C:2]([CH3:37])([CH3:36])[CH2:3][CH2:4][CH:5]([C:33](=[S:35])[NH2:34])[CH2:6][CH:7]([O:29]C(=O)C)[CH:8]([NH:16][C:17]([C:19]1[CH:28]=[N:27][C:26]2[C:21](=[CH:22][CH:23]=[CH:24][CH:25]=2)[N:20]=1)=[O:18])[CH2:9][C:10]1[CH:15]=[CH:14][CH:13]=[CH:12][CH:11]=1.C(=O)([O-])[O-].[K+].[K+]. (3) The reactants are: [CH2:1]([Mg]Cl)[C:2]1[CH:7]=[CH:6][CH:5]=[CH:4][CH:3]=1.Cl[C:11]1[C:20]2[C:15](=[CH:16][C:17]([O:23][CH3:24])=[C:18]([O:21][CH3:22])[CH:19]=2)[C:14]([CH2:25][C:26]2[CH:31]=[CH:30][N:29]=[CH:28][CH:27]=2)=[N:13][N:12]=1.C1(P(C2C=CC=CC=2)C2C=CC=CC=2)C=CC=CC=1.[NH4+].[Cl-]. Given the product [CH2:1]([C:11]1[C:20]2[C:15](=[CH:16][C:17]([O:23][CH3:24])=[C:18]([O:21][CH3:22])[CH:19]=2)[C:14]([CH2:25][C:26]2[CH:31]=[CH:30][N:29]=[CH:28][CH:27]=2)=[N:13][N:12]=1)[C:2]1[CH:7]=[CH:6][CH:5]=[CH:4][CH:3]=1, predict the reactants needed to synthesize it.